Dataset: Forward reaction prediction with 1.9M reactions from USPTO patents (1976-2016). Task: Predict the product of the given reaction. (1) Given the reactants [Cl:1][C:2]1[CH:7]=[CH:6][C:5]([CH:8]([C:32]2[CH:37]=[CH:36][C:35]([Cl:38])=[CH:34][CH:33]=2)[C:9]2[CH:10]=[C:11]3[C:16](=[CH:17][CH:18]=2)[N:15]=[C:14](Cl)[N:13]=[C:12]3[NH:20][CH2:21][C:22]2[CH:27]=[CH:26][C:25]([C:28]([F:31])([F:30])[F:29])=[CH:24][CH:23]=2)=[CH:4][CH:3]=1.[O:39]([CH2:41][CH2:42][O:43][CH3:44])[Na], predict the reaction product. The product is: [Cl:1][C:2]1[CH:3]=[CH:4][C:5]([CH:8]([C:32]2[CH:33]=[CH:34][C:35]([Cl:38])=[CH:36][CH:37]=2)[C:9]2[CH:10]=[C:11]3[C:16](=[CH:17][CH:18]=2)[N:15]=[C:14]([O:39][CH2:41][CH2:42][O:43][CH3:44])[N:13]=[C:12]3[NH:20][CH2:21][C:22]2[CH:23]=[CH:24][C:25]([C:28]([F:31])([F:29])[F:30])=[CH:26][CH:27]=2)=[CH:6][CH:7]=1. (2) The product is: [CH:1]1([N:5]2[CH2:11][CH2:10][C:9]3[CH:12]=[C:13]([CH2:16][CH2:17][NH:18][C:19](=[O:26])[C:20]4[CH:25]=[CH:24][CH:23]=[N:22][CH:21]=4)[CH:14]=[CH:15][C:8]=3[CH2:7][CH2:6]2)[CH2:4][CH2:3][CH2:2]1. Given the reactants [CH:1]1([N:5]2[CH2:11][CH2:10][C:9]3[CH:12]=[C:13]([CH2:16][CH2:17][NH2:18])[CH:14]=[CH:15][C:8]=3[CH2:7][CH2:6]2)[CH2:4][CH2:3][CH2:2]1.[C:19](Cl)(=[O:26])[C:20]1[CH:25]=[CH:24][CH:23]=[N:22][CH:21]=1, predict the reaction product. (3) Given the reactants [Cl:1][C:2]1[CH:10]=[CH:9][C:8]2[NH:7][C:6]3[CH2:11][CH2:12][N:13]([CH3:16])[CH2:14][CH2:15][C:5]=3[C:4]=2[CH:3]=1.N1CCC[C@H]1C(O)=O.[O-]P([O-])([O-])=O.[K+].[K+].[K+].Br[CH:34]=[C:35]([C:37]1[CH:42]=[CH:41][C:40]([O:43][CH3:44])=[C:39]([F:45])[CH:38]=1)[CH3:36], predict the reaction product. The product is: [Cl:1][C:2]1[CH:10]=[CH:9][C:8]2[N:7](/[CH:34]=[C:35](/[C:37]3[CH:42]=[CH:41][C:40]([O:43][CH3:44])=[C:39]([F:45])[CH:38]=3)\[CH3:36])[C:6]3[CH2:11][CH2:12][N:13]([CH3:16])[CH2:14][CH2:15][C:5]=3[C:4]=2[CH:3]=1. (4) The product is: [N:9]1[CH:8]=[CH:13][CH:12]=[C:11]([O:2][CH2:1][CH2:3][NH2:4])[N:10]=1. Given the reactants [CH2:1]([CH2:3][NH2:4])[OH:2].[H-].[Na+].Cl[C:8]1[N:9]=[N:10][C:11](Cl)=[CH:12][CH:13]=1, predict the reaction product. (5) The product is: [C:23]([O:27][C:28]([NH:30][C:31]1[O:39][C:38]2[C:33](=[N:34][CH:35]=[C:36]([CH:40]3[CH2:42][CH2:41]3)[CH:37]=2)[C:32]=1[C:43]([NH:1][C:2]1[CH:3]=[N:4][CH:5]=[CH:6][C:7]=1[N:8]1[CH2:13][C@H:12]([CH3:14])[CH2:11][C@H:10]([NH:15][C:16](=[O:22])[O:17][C:18]([CH3:21])([CH3:20])[CH3:19])[CH2:9]1)=[O:44])=[O:29])([CH3:26])([CH3:24])[CH3:25]. Given the reactants [NH2:1][C:2]1[CH:3]=[N:4][CH:5]=[CH:6][C:7]=1[N:8]1[CH2:13][C@H:12]([CH3:14])[CH2:11][C@H:10]([NH:15][C:16](=[O:22])[O:17][C:18]([CH3:21])([CH3:20])[CH3:19])[CH2:9]1.[C:23]([O:27][C:28]([NH:30][C:31]1[O:39][C:38]2[C:33](=[N:34][CH:35]=[C:36]([CH:40]3[CH2:42][CH2:41]3)[CH:37]=2)[C:32]=1[C:43](O)=[O:44])=[O:29])([CH3:26])([CH3:25])[CH3:24].CCN(C(C)C)C(C)C.CN(C(ON1N=NC2C=CC=NC1=2)=[N+](C)C)C.F[P-](F)(F)(F)(F)F, predict the reaction product. (6) Given the reactants [NH:1]1[C:9]2[C:4](=[CH:5][C:6]([C:10]#[N:11])=[CH:7][CH:8]=2)[CH:3]=[N:2]1.[Br:12]Br.Cl, predict the reaction product. The product is: [Br:12][C:3]1[C:4]2[C:9](=[CH:8][CH:7]=[C:6]([C:10]#[N:11])[CH:5]=2)[NH:1][N:2]=1. (7) Given the reactants [CH2:1]([NH:8][C:9](=[O:17])[C:10]1[CH:15]=[CH:14][N:13]=[C:12](Cl)[CH:11]=1)[C:2]1[CH:7]=[CH:6][CH:5]=[CH:4][CH:3]=1.[C:18]1([C:24]2[CH:29]=[CH:28][NH:27][C:26](=[O:30])[CH:25]=2)[CH:23]=[CH:22][CH:21]=[CH:20][CH:19]=1.C(=O)([O-])[O-].[K+].[K+], predict the reaction product. The product is: [CH2:1]([NH:8][C:9](=[O:17])[C:10]1[CH:15]=[CH:14][N:13]=[C:12]([N:27]2[CH:28]=[CH:29][C:24]([C:18]3[CH:19]=[CH:20][CH:21]=[CH:22][CH:23]=3)=[CH:25][C:26]2=[O:30])[CH:11]=1)[C:2]1[CH:7]=[CH:6][CH:5]=[CH:4][CH:3]=1. (8) Given the reactants I[C:2]1[C:10]2[C:5](=[CH:6][CH:7]=[C:8]([NH:11][C:12](=[O:24])[CH:13]([N:19]3[CH2:23][CH2:22][CH2:21][CH2:20]3)[C:14]3[CH:18]=[CH:17][S:16][CH:15]=3)[CH:9]=2)[NH:4][N:3]=1.CC1(C)C(C)(C)OB([C:33]2[CH:38]=[CH:37][C:36]([N:39]3[CH2:45][C:41]4([CH2:44][O:43][CH2:42]4)[CH2:40]3)=[CH:35][CH:34]=2)O1.C(Cl)Cl.C([O-])([O-])=O.[Na+].[Na+], predict the reaction product. The product is: [CH2:44]1[C:41]2([CH2:45][N:39]([C:36]3[CH:37]=[CH:38][C:33]([C:2]4[C:10]5[C:5](=[CH:6][CH:7]=[C:8]([NH:11][C:12](=[O:24])[CH:13]([N:19]6[CH2:23][CH2:22][CH2:21][CH2:20]6)[C:14]6[CH:18]=[CH:17][S:16][CH:15]=6)[CH:9]=5)[NH:4][N:3]=4)=[CH:34][CH:35]=3)[CH2:40]2)[CH2:42][O:43]1. (9) Given the reactants [CH2:1]([O:8][CH2:9][N:10]1[C:14]2[CH:15]=[C:16]([O:19][CH3:20])[CH:17]=[CH:18][C:13]=2[N:12]=[CH:11]1)[C:2]1[CH:7]=[CH:6][CH:5]=[CH:4][CH:3]=1.C([Li])CCC.CON(C)[C:29]([C:31]1[S:32][CH:33]=[CH:34][C:35]=1[Br:36])=[O:30].[Cl-].[NH4+], predict the reaction product. The product is: [CH2:1]([O:8][CH2:9][N:10]1[C:14]2[CH:15]=[C:16]([O:19][CH3:20])[CH:17]=[CH:18][C:13]=2[N:12]=[C:11]1[C:29]([C:31]1[S:32][CH:33]=[CH:34][C:35]=1[Br:36])=[O:30])[C:2]1[CH:7]=[CH:6][CH:5]=[CH:4][CH:3]=1. (10) Given the reactants [OH:1][C:2]1[CH:7]=[C:6]([O:8][CH2:9][CH2:10][O:11][CH3:12])[CH:5]=[CH:4][C:3]=1/[CH:13]=[CH:14]/[C:15]([O:17][CH2:18][CH3:19])=[O:16].Cl[C:21]1[N:22]=[N:23][C:24]([C:27]([F:30])([F:29])[F:28])=[CH:25][CH:26]=1.C(=O)([O-])[O-].[K+].[K+].O, predict the reaction product. The product is: [CH3:12][O:11][CH2:10][CH2:9][O:8][C:6]1[CH:5]=[CH:4][C:3](/[CH:13]=[CH:14]/[C:15]([O:17][CH2:18][CH3:19])=[O:16])=[C:2]([O:1][C:21]2[N:22]=[N:23][C:24]([C:27]([F:30])([F:29])[F:28])=[CH:25][CH:26]=2)[CH:7]=1.